Predict the product of the given reaction. From a dataset of Forward reaction prediction with 1.9M reactions from USPTO patents (1976-2016). (1) Given the reactants [F:1][C@@H:2]1[CH2:6][CH2:5][N:4]([CH2:7][CH2:8][O:9][C:10]2[CH:11]=[C:12]([CH:18]=[CH:19][CH:20]=2)[C:13]([O:15]CC)=[O:14])[CH2:3]1.Cl, predict the reaction product. The product is: [F:1][C@@H:2]1[CH2:6][CH2:5][N:4]([CH2:7][CH2:8][O:9][C:10]2[CH:11]=[C:12]([CH:18]=[CH:19][CH:20]=2)[C:13]([OH:15])=[O:14])[CH2:3]1. (2) Given the reactants [NH2:1][C:2]([C:5]1[CH:6]=[CH:7][C:8]([NH:11][C:12]2[C:13](=[O:20])[N:14]([CH3:19])[CH:15]=[C:16](Br)[CH:17]=2)=[N:9][CH:10]=1)([CH3:4])[CH3:3].[C:21]([C:25]1[CH:26]=[C:27]2[C:32](=[C:33]([F:35])[CH:34]=1)[C:31](=[O:36])[N:30]([C:37]1[CH:47]=[CH:46][CH:45]=[C:44](B3OC(C)(C)C(C)(C)O3)[C:38]=1[CH2:39][O:40][C:41](=[O:43])[CH3:42])[N:29]=[CH:28]2)([CH3:24])([CH3:23])[CH3:22].CC(C1C=C(C(C)C)C(C2C=CC=CC=2P(C2CCCCC2)C2CCCCC2)=C(C(C)C)C=1)C.P([O-])([O-])([O-])=O.[K+].[K+].[K+], predict the reaction product. The product is: [NH2:1][C:2]([C:5]1[CH:6]=[CH:7][C:8]([NH:11][C:12]2[C:13](=[O:20])[N:14]([CH3:19])[CH:15]=[C:16]([C:44]3[CH:45]=[CH:46][CH:47]=[C:37]([N:30]4[N:29]=[CH:28][C:27]5[C:32](=[C:33]([F:35])[CH:34]=[C:25]([C:21]([CH3:23])([CH3:22])[CH3:24])[CH:26]=5)[C:31]4=[O:36])[C:38]=3[CH2:39][O:40][C:41](=[O:43])[CH3:42])[CH:17]=2)=[N:9][CH:10]=1)([CH3:4])[CH3:3]. (3) Given the reactants Br[C:2]1[C:11]2[C:6](=[CH:7][CH:8]=[CH:9][CH:10]=2)[CH:5]=[CH:4][C:3]=1[CH:12]=[O:13].C(=O)([O-])[O-].[Na+].[Na+].[C:20]1(B(O)O)[CH:25]=[CH:24][CH:23]=[CH:22][CH:21]=1, predict the reaction product. The product is: [C:20]1([C:2]2[C:11]3[C:6](=[CH:7][CH:8]=[CH:9][CH:10]=3)[CH:5]=[CH:4][C:3]=2[CH:12]=[O:13])[CH:25]=[CH:24][CH:23]=[CH:22][CH:21]=1. (4) The product is: [I:8][C:5]1[CH:6]=[CH:7][C:2]2[N:3]([CH:10]=[C:11]([C:12]([O:14][CH2:15][CH3:16])=[O:13])[N:1]=2)[N:4]=1. Given the reactants [NH2:1][C:2]1[N:3]=[N:4][C:5]([I:8])=[CH:6][CH:7]=1.Br[CH2:10][C:11](=O)[C:12]([O:14][CH2:15][CH3:16])=[O:13].P([O-])([O-])(O)=O.[Na+].[Na+], predict the reaction product. (5) The product is: [CH3:6][O:7][C:8](=[O:13])[C:9]([NH:12][C:3](=[O:4])[CH2:2][Cl:1])([CH3:11])[CH3:10]. Given the reactants [Cl:1][CH2:2][C:3](O)=[O:4].[CH3:6][O:7][C:8](=[O:13])[C:9]([NH2:12])([CH3:11])[CH3:10].C(N(CC)C(C)C)(C)C, predict the reaction product.